Task: Predict the reaction yield, written as a fraction of the theoretical maximum amount of product (1.0 means a 100% yield; for example, 0.34 means a 34% yield).. Dataset: Reaction yield outcomes from USPTO patents with 853,638 reactions (1) The reactants are [F:1][C:2]1([F:44])[CH2:7][C@H:6]([O:8][C:9]2[C:14]([CH3:15])=[CH:13][C:12]([S:16]([N:19](CC3C=CC(OC)=CC=3OC)[C:20]3[CH:25]=[CH:24][N:23]=[CH:22][N:21]=3)(=[O:18])=[O:17])=[C:11]([F:37])[CH:10]=2)[C@@H:5]([C:38]2[N:42]([CH3:43])[N:41]=[CH:40][CH:39]=2)[CH2:4][CH2:3]1.C([SiH](CC)CC)C.FC(F)(F)C(O)=O. The catalyst is ClCCl. The product is [F:44][C:2]1([F:1])[CH2:7][C@H:6]([O:8][C:9]2[C:14]([CH3:15])=[CH:13][C:12]([S:16]([NH:19][C:20]3[CH:25]=[CH:24][N:23]=[CH:22][N:21]=3)(=[O:18])=[O:17])=[C:11]([F:37])[CH:10]=2)[C@@H:5]([C:38]2[N:42]([CH3:43])[N:41]=[CH:40][CH:39]=2)[CH2:4][CH2:3]1. The yield is 0.530. (2) The reactants are [CH2:1]([C:3]1[N:7]([C:8]2[C:16]3[O:15][CH2:14][C@@H:13]([NH:17][C:18]4[CH:30]=[CH:29][C:21]5[C@H:22]([CH2:25][C:26]([OH:28])=[O:27])[CH2:23][O:24][C:20]=5[CH:19]=4)[C:12]=3[CH:11]=[CH:10][CH:9]=2)[C:6]2[CH:31]=[C:32]([F:36])[CH:33]=[C:34]([F:35])[C:5]=2[N:4]=1)[CH3:2].[OH-].[Na+:38].C(#N)C. The catalyst is O. The product is [CH2:1]([C:3]1[N:7]([C:8]2[C:16]3[O:15][CH2:14][C@@H:13]([NH:17][C:18]4[CH:30]=[CH:29][C:21]5[C@H:22]([CH2:25][C:26]([O-:28])=[O:27])[CH2:23][O:24][C:20]=5[CH:19]=4)[C:12]=3[CH:11]=[CH:10][CH:9]=2)[C:6]2[CH:31]=[C:32]([F:36])[CH:33]=[C:34]([F:35])[C:5]=2[N:4]=1)[CH3:2].[Na+:38]. The yield is 0.840. (3) The reactants are [CH:1]1([N:6]2[C:11](=[O:12])[C:10]([C:13]([NH:15][CH2:16][C:17]([O:19]CC)=[O:18])=[O:14])=[C:9]([OH:22])[C:8]([C:23](OC)=[O:24])=[C:7]2[OH:27])[CH2:5][CH2:4][CH2:3][CH2:2]1.[CH2:28]([NH2:32])[CH2:29][CH2:30][CH3:31].Cl. The catalyst is C(Cl)(Cl)Cl. The product is [CH2:28]([NH:32][C:23]([C:8]1[C:9]([OH:22])=[C:10]([C:13]([NH:15][CH2:16][C:17]([OH:19])=[O:18])=[O:14])[C:11](=[O:12])[N:6]([CH:1]2[CH2:5][CH2:4][CH2:3][CH2:2]2)[C:7]=1[OH:27])=[O:24])[CH2:29][CH2:30][CH3:31]. The yield is 0.612. (4) The reactants are [Br:1][C:2]1[CH:3]=[C:4]([NH:12][CH:13]2[CH2:17][CH2:16][CH2:15][CH2:14]2)[C:5]([CH3:11])=[C:6]([CH:10]=1)[C:7]([O-:9])=[O:8].[C:18](=O)([O-])[O-].[Cs+].[Cs+].[CH2:24](I)[CH3:25]. The catalyst is CN(C=O)C. The product is [Br:1][C:2]1[CH:3]=[C:4]([N:12]([CH:13]2[CH2:17][CH2:16][CH2:15][CH2:14]2)[CH2:24][CH3:25])[C:5]([CH3:11])=[C:6]([CH:10]=1)[C:7]([O:9][CH3:18])=[O:8]. The yield is 0.321. (5) The reactants are [CH2:1]([O:3][C:4]([C:6]1([NH:11][C:12]([CH:14]2[CH2:18][CH:17]([O:19][C:20]3[C:29]4[C:24](=[C:25]([CH3:32])[C:26]([O:30][CH3:31])=[CH:27][CH:28]=4)[N:23]=[C:22]([C:33]4[CH:38]=[CH:37][CH:36]=[C:35]([CH:39]([CH3:41])[CH3:40])[N:34]=4)[CH:21]=3)[CH2:16][CH:15]2[C:42](=[O:51])[N:43]([CH2:45][CH2:46][CH2:47][CH2:48]C=C)[CH3:44])=[O:13])[CH2:8][CH:7]1[CH:9]=[CH2:10])=[O:5])[CH3:2]. The catalyst is ClCCCl. The product is [CH2:1]([O:3][C:4]([C:6]12[CH2:8][CH:7]1[CH:9]=[CH:10][CH2:48][CH2:47][CH2:46][CH2:45][N:43]([CH3:44])[C:42](=[O:51])[CH:15]1[CH:14]([CH2:18][CH:17]([O:19][C:20]3[C:29]4[C:24](=[C:25]([CH3:32])[C:26]([O:30][CH3:31])=[CH:27][CH:28]=4)[N:23]=[C:22]([C:33]4[CH:38]=[CH:37][CH:36]=[C:35]([CH:39]([CH3:40])[CH3:41])[N:34]=4)[CH:21]=3)[CH2:16]1)[C:12](=[O:13])[NH:11]2)=[O:5])[CH3:2]. The yield is 0.660. (6) The reactants are [C:9](O[C:9]([O:11][C:12]([CH3:15])([CH3:14])[CH3:13])=[O:10])([O:11][C:12]([CH3:15])([CH3:14])[CH3:13])=[O:10].[CH2:16]([O:23][C:24](=[O:42])[CH:25]([NH:34][C:35]([O:37][C:38]([CH3:41])([CH3:40])[CH3:39])=[O:36])[CH2:26][CH2:27][C:28](=[O:33])[N:29]([O:31][CH3:32])[CH3:30])[C:17]1[CH:22]=[CH:21][CH:20]=[CH:19][CH:18]=1.C[N:44](C1C=CC=CN=1)C. The catalyst is C(#N)C. The product is [CH2:16]([O:23][C:24](=[O:42])[C:25]([NH:44][C:9]([O:11][C:12]([CH3:13])([CH3:14])[CH3:15])=[O:10])([NH:34][C:35]([O:37][C:38]([CH3:39])([CH3:41])[CH3:40])=[O:36])[CH2:26][CH2:27][C:28](=[O:33])[N:29]([O:31][CH3:32])[CH3:30])[C:17]1[CH:22]=[CH:21][CH:20]=[CH:19][CH:18]=1. The yield is 0.950. (7) The reactants are [N:1]1[C:9]([NH2:10])=[C:8]2[C:4]([NH:5][CH:6]=[N:7]2)=[N:3][CH:2]=1.[H-].[Na+].Br[CH2:14][C:15]1[N:16]([C:27]2[CH:32]=[CH:31][CH:30]=[CH:29][C:28]=2[CH3:33])[C:17](=[O:26])[C:18]2[C:23]([CH:24]=1)=[CH:22][CH:21]=[CH:20][C:19]=2[CH3:25]. The catalyst is CN(C=O)C. The product is [NH2:10][C:9]1[N:1]=[CH:2][N:3]=[C:4]2[C:8]=1[N:7]=[CH:6][N:5]2[CH2:14][C:15]1[N:16]([C:27]2[CH:32]=[CH:31][CH:30]=[CH:29][C:28]=2[CH3:33])[C:17](=[O:26])[C:18]2[C:23]([CH:24]=1)=[CH:22][CH:21]=[CH:20][C:19]=2[CH3:25]. The yield is 0.700.